Dataset: Merck oncology drug combination screen with 23,052 pairs across 39 cell lines. Task: Regression. Given two drug SMILES strings and cell line genomic features, predict the synergy score measuring deviation from expected non-interaction effect. (1) Drug 1: O=C(O)C1(Cc2cccc(Nc3nccs3)n2)CCC(Oc2cccc(Cl)c2F)CC1. Drug 2: NC1(c2ccc(-c3nc4ccn5c(=O)[nH]nc5c4cc3-c3ccccc3)cc2)CCC1. Cell line: HT144. Synergy scores: synergy=9.29. (2) Cell line: SKOV3. Drug 2: Cn1cc(-c2cnn3c(N)c(Br)c(C4CCCNC4)nc23)cn1. Drug 1: COC1=C2CC(C)CC(OC)C(O)C(C)C=C(C)C(OC(N)=O)C(OC)C=CC=C(C)C(=O)NC(=CC1=O)C2=O. Synergy scores: synergy=-31.8. (3) Drug 1: Nc1ccn(C2OC(CO)C(O)C2(F)F)c(=O)n1. Drug 2: COC1CC2CCC(C)C(O)(O2)C(=O)C(=O)N2CCCCC2C(=O)OC(C(C)CC2CCC(OP(C)(C)=O)C(OC)C2)CC(=O)C(C)C=C(C)C(O)C(OC)C(=O)C(C)CC(C)C=CC=CC=C1C. Cell line: PA1. Synergy scores: synergy=2.05. (4) Drug 1: C=CCn1c(=O)c2cnc(Nc3ccc(N4CCN(C)CC4)cc3)nc2n1-c1cccc(C(C)(C)O)n1. Drug 2: O=C(NOCC(O)CO)c1ccc(F)c(F)c1Nc1ccc(I)cc1F. Cell line: NCIH23. Synergy scores: synergy=9.28.